This data is from Full USPTO retrosynthesis dataset with 1.9M reactions from patents (1976-2016). The task is: Predict the reactants needed to synthesize the given product. (1) Given the product [C:24]([C:28]1[CH:37]=[CH:36][C:31]([CH2:32][NH:33][C:34]([NH:9][CH2:8][CH2:7][C:6]2[S:5][CH:4]=[N:3][C:2]=2[CH3:1])=[S:35])=[CH:30][CH:29]=1)([CH3:27])([CH3:25])[CH3:26], predict the reactants needed to synthesize it. The reactants are: [CH3:1][C:2]1[N:3]=[CH:4][S:5][C:6]=1[CH2:7][CH2:8][N:9]1C(=O)C2C(=CC=CC=2)C1=O.O.NN.Cl.[C:24]([C:28]1[CH:37]=[CH:36][C:31]([CH2:32][N:33]=[C:34]=[S:35])=[CH:30][CH:29]=1)([CH3:27])([CH3:26])[CH3:25]. (2) Given the product [Cl:20][C:21]1[CH:26]=[C:25]([CH2:27][NH:28][C:29]([C@@H:31]2[CH2:35][C@@H:34]([F:36])[CH2:33][N:32]2[C:37]([O:39][C:40]([CH3:43])([CH3:42])[CH3:41])=[O:38])=[O:30])[CH:24]=[C:23]([C:9]2[CH:14]=[N:13][C:12]([C:15]([F:16])([F:17])[F:18])=[N:11][CH:10]=2)[N:22]=1, predict the reactants needed to synthesize it. The reactants are: CC1(C)C(C)(C)OB([C:9]2[CH:10]=[N:11][C:12]([C:15]([F:18])([F:17])[F:16])=[N:13][CH:14]=2)O1.[Cl:20][C:21]1[CH:26]=[C:25]([CH2:27][NH:28][C:29]([C@@H:31]2[CH2:35][C@@H:34]([F:36])[CH2:33][N:32]2[C:37]([O:39][C:40]([CH3:43])([CH3:42])[CH3:41])=[O:38])=[O:30])[CH:24]=[C:23](Cl)[N:22]=1.C(=O)([O-])[O-].[Cs+].[Cs+]. (3) Given the product [O:15]1[CH2:16][CH2:17][CH2:18][CH2:19][CH:14]1[O:13][CH2:12][CH2:11][O:1][C:2]1[CH:9]=[CH:8][C:5]([CH:6]=[O:7])=[CH:4][CH:3]=1, predict the reactants needed to synthesize it. The reactants are: [OH:1][C:2]1[CH:9]=[CH:8][C:5]([CH:6]=[O:7])=[CH:4][CH:3]=1.Br[CH2:11][CH2:12][O:13][CH:14]1[CH2:19][CH2:18][CH2:17][CH2:16][O:15]1. (4) The reactants are: Br[C:2]1[CH:22]=[CH:21][C:5]([CH2:6][N:7]([CH3:20])[C:8](=[O:19])[CH2:9][CH2:10][NH:11][C:12](=[O:18])[O:13][C:14]([CH3:17])([CH3:16])[CH3:15])=[CH:4][C:3]=1[Cl:23].[B:24]1([B:24]2[O:28][C:27]([CH3:30])([CH3:29])[C:26]([CH3:32])([CH3:31])[O:25]2)[O:28][C:27]([CH3:30])([CH3:29])[C:26]([CH3:32])([CH3:31])[O:25]1.C([O-])(=O)C.[K+]. Given the product [Cl:23][C:3]1[CH:4]=[C:5]([CH:21]=[CH:22][C:2]=1[B:24]1[O:28][C:27]([CH3:30])([CH3:29])[C:26]([CH3:32])([CH3:31])[O:25]1)[CH2:6][N:7]([CH3:20])[C:8](=[O:19])[CH2:9][CH2:10][NH:11][C:12](=[O:18])[O:13][C:14]([CH3:17])([CH3:16])[CH3:15], predict the reactants needed to synthesize it. (5) Given the product [C:1]([C:3]1([C:6]([NH:16][C@H:17]([NH:19][C:20](=[O:47])[C:21]2[CH:26]=[CH:25][C:24](/[CH:27]=[CH:28]/[CH:29]([C:34]3[CH:39]=[C:38]([Cl:40])[C:37]([Cl:41])=[C:36]([Cl:42])[CH:35]=3)[C:30]([F:33])([F:31])[F:32])=[CH:23][C:22]=2[C:43]([F:46])([F:45])[F:44])[CH3:18])=[O:8])[CH2:5][CH2:4]1)#[N:2], predict the reactants needed to synthesize it. The reactants are: [C:1]([C:3]1([C:6]([OH:8])=O)[CH2:5][CH2:4]1)#[N:2].C(Cl)(=O)C(Cl)=O.Cl.[NH2:16][C@H:17]([NH:19][C:20](=[O:47])[C:21]1[CH:26]=[CH:25][C:24](/[CH:27]=[CH:28]/[CH:29]([C:34]2[CH:39]=[C:38]([Cl:40])[C:37]([Cl:41])=[C:36]([Cl:42])[CH:35]=2)[C:30]([F:33])([F:32])[F:31])=[CH:23][C:22]=1[C:43]([F:46])([F:45])[F:44])[CH3:18].CN1CCOCC1. (6) Given the product [Cl:1][C:2]1[CH:7]=[CH:6][C:5]([N:8]2[C@@H:12]([C:13]3[CH:18]=[CH:17][CH:16]=[C:15]([C:19]([F:22])([F:21])[F:20])[CH:14]=3)[CH2:11][N:10]([CH2:23][CH2:24][C:25]3[N:26]=[C:29]([CH:31]4[CH2:36][CH2:35][CH2:34][CH2:33][CH2:32]4)[O:28][N:27]=3)[C:9]2=[O:37])=[CH:4][CH:3]=1, predict the reactants needed to synthesize it. The reactants are: [Cl:1][C:2]1[CH:7]=[CH:6][C:5]([N:8]2[C@@H:12]([C:13]3[CH:18]=[CH:17][CH:16]=[C:15]([C:19]([F:22])([F:21])[F:20])[CH:14]=3)[CH2:11][N:10]([CH2:23][CH2:24][C:25](=[N:27][O:28][C:29]([CH:31]3[CH2:36][CH2:35][CH2:34][CH2:33][CH2:32]3)=O)[NH2:26])[C:9]2=[O:37])=[CH:4][CH:3]=1.[F-].C([N+](CCCC)(CCCC)CCCC)CCC. (7) Given the product [CH2:6]([C:8]1[CH:13]=[C:12]([C:14]2[CH2:15][CH2:16][N:17]([S:2]([CH3:1])(=[O:4])=[O:3])[CH2:18][CH:19]=2)[CH:11]=[CH:10][C:9]=1[N:20]([CH3:31])[C:21]1[N:26]=[CH:25][C:24]2[N:27]=[CH:28][N:29]([CH3:30])[C:23]=2[CH:22]=1)[CH3:7], predict the reactants needed to synthesize it. The reactants are: [CH3:1][S:2](Cl)(=[O:4])=[O:3].[CH2:6]([C:8]1[CH:13]=[C:12]([C:14]2[CH2:15][CH2:16][NH:17][CH2:18][CH:19]=2)[CH:11]=[CH:10][C:9]=1[N:20]([CH3:31])[C:21]1[N:26]=[CH:25][C:24]2[N:27]=[CH:28][N:29]([CH3:30])[C:23]=2[CH:22]=1)[CH3:7].C(N(CC)CC)C.